From a dataset of Reaction yield outcomes from USPTO patents with 853,638 reactions. Predict the reaction yield, written as a fraction of the theoretical maximum amount of product (1.0 means a 100% yield; for example, 0.34 means a 34% yield). (1) The reactants are C1OCCOCCOCCOCCOCCOC1.[F-].[K+].C[Si](C)(C)[C:23]#[C:24][C:25]1([CH3:29])[CH2:28][O:27][CH2:26]1.Br[C:33]1[CH:34]=[C:35]2[C:46]3([N:51]=[C:50]([NH2:52])[CH2:49][O:48][CH2:47]3)[C:45]3[C:40](=[CH:41][CH:42]=[C:43]([C:53]4[C:54]([F:59])=[N:55][CH:56]=[CH:57][CH:58]=4)[CH:44]=3)[O:39][C:36]2=[N:37][CH:38]=1. The catalyst is C1C=CC([P]([Pd]([P](C2C=CC=CC=2)(C2C=CC=CC=2)C2C=CC=CC=2)([P](C2C=CC=CC=2)(C2C=CC=CC=2)C2C=CC=CC=2)[P](C2C=CC=CC=2)(C2C=CC=CC=2)C2C=CC=CC=2)(C2C=CC=CC=2)C2C=CC=CC=2)=CC=1.[Cu]I.CN(C=O)C. The product is [F:59][C:54]1[C:53]([C:43]2[CH:44]=[C:45]3[C@:46]4([N:51]=[C:50]([NH2:52])[CH2:49][O:48][CH2:47]4)[C:35]4[C:36](=[N:37][CH:38]=[C:33]([C:23]#[C:24][C:25]5([CH3:29])[CH2:28][O:27][CH2:26]5)[CH:34]=4)[O:39][C:40]3=[CH:41][CH:42]=2)=[CH:58][CH:57]=[CH:56][N:55]=1. The yield is 0.255. (2) The reactants are [C:1]([C:3]1[CH:8]=[CH:7][CH:6]=[CH:5][C:4]=1[C:9]1[CH:14]=[CH:13][C:12]([CH2:15][C:16]2[C:17](=[O:42])[N:18]([C:28]3[CH:41]=[CH:40][C:31]([O:32][CH2:33][C:34](N(OC)C)=[O:35])=[CH:30][CH:29]=3)[C:19]3[N:20]([N:25]=[CH:26][CH:27]=3)[C:21]=2[CH2:22][CH2:23][CH3:24])=[CH:11][CH:10]=1)#[N:2].[CH3:43][Mg]Br.C(OCC)(=O)C.[Cl-].[NH4+]. The catalyst is O1CCCC1. The product is [OH:35][CH:34]([CH3:43])[CH2:33][O:32][C:31]1[CH:30]=[CH:29][C:28]([N:18]2[C:17](=[O:42])[C:16]([CH2:15][C:12]3[CH:13]=[CH:14][C:9]([C:4]4[C:3]([C:1]#[N:2])=[CH:8][CH:7]=[CH:6][CH:5]=4)=[CH:10][CH:11]=3)=[C:21]([CH2:22][CH2:23][CH3:24])[N:20]3[N:25]=[CH:26][CH:27]=[C:19]23)=[CH:41][CH:40]=1. The yield is 0.730. (3) The reactants are N[C:2]1[CH:15]=[CH:14][C:13]2[C:12]3[C:7](=[CH:8][CH:9]=[CH:10][CH:11]=3)[CH:6]=[CH:5][C:4]=2[C:3]=1[Br:16].Cl.N([O-])=O.[Na+].[PH2](=O)O. The catalyst is C1COCC1.O. The product is [Br:16][C:3]1[C:4]2[CH:5]=[CH:6][C:7]3[C:12](=[CH:11][CH:10]=[CH:9][CH:8]=3)[C:13]=2[CH:14]=[CH:15][CH:2]=1. The yield is 0.660.